Task: Predict the reaction yield, written as a fraction of the theoretical maximum amount of product (1.0 means a 100% yield; for example, 0.34 means a 34% yield).. Dataset: Reaction yield outcomes from USPTO patents with 853,638 reactions (1) The reactants are C[O:2][C:3](=O)[CH:4]([C:9]1[CH:14]=[CH:13][C:12]([NH:15][C:16]([C:18]2[NH:19][CH:20]=[C:21]([C:23]#[N:24])[N:22]=2)=[O:17])=[C:11]([C:25]2[CH2:30][CH2:29][CH2:28][CH2:27][CH:26]=2)[CH:10]=1)[C:5](OC)=[O:6].[BH4-].[Na+].CO.C(O)(=O)CC(CC(O)=O)(C(O)=O)O. The catalyst is C(O)(C)(C)C.CCOC(C)=O. The product is [C:25]1([C:11]2[CH:10]=[C:9]([CH:4]([CH2:3][OH:2])[CH2:5][OH:6])[CH:14]=[CH:13][C:12]=2[NH:15][C:16]([C:18]2[NH:19][CH:20]=[C:21]([C:23]#[N:24])[N:22]=2)=[O:17])[CH2:30][CH2:29][CH2:28][CH2:27][CH:26]=1. The yield is 0.610. (2) The reactants are Br[C:2]1[CH:33]=[CH:32][C:5]([CH2:6][CH:7]2[C:16]3[C:11](=[CH:12][C:13]([O:17][CH2:18][C:19]4[CH:24]=[CH:23][CH:22]=[CH:21][CH:20]=4)=[CH:14][CH:15]=3)[CH2:10][CH2:9][N:8]2[C:25]2[CH:30]=[CH:29][C:28]([F:31])=[CH:27][CH:26]=2)=[CH:4][CH:3]=1.P([O-])([O-])([O-])=O.[K+].[K+].[K+].[N:42]1[CH:47]=[CH:46][C:45](B(O)O)=[CH:44][CH:43]=1. The catalyst is COCCOC. The product is [F:31][C:28]1[CH:27]=[CH:26][C:25]([N:8]2[CH2:9][CH2:10][C:11]3[C:16](=[CH:15][CH:14]=[C:13]([O:17][CH2:18][C:19]4[CH:20]=[CH:21][CH:22]=[CH:23][CH:24]=4)[CH:12]=3)[CH:7]2[CH2:6][C:5]2[CH:4]=[CH:3][C:2]([C:45]3[CH:46]=[CH:47][N:42]=[CH:43][CH:44]=3)=[CH:33][CH:32]=2)=[CH:30][CH:29]=1. The yield is 0.500. (3) The reactants are [NH2:1][C:2]1[CH:3]=[C:4]([CH:9]=[C:10]([C:12]2[S:13][C:14]3[CH:15]=[N:16][CH:17]=[CH:18][C:19]=3[N:20]=2)[CH:11]=1)[C:5]([O:7][CH3:8])=[O:6].[CH3:21][O:22][C:23]1[CH:24]=[C:25]([CH:29]=[C:30]([O:34][CH3:35])[C:31]=1[O:32][CH3:33])[C:26](Cl)=[O:27]. The catalyst is N1C=CC=CC=1. The product is [N:20]1[C:19]2[CH:18]=[CH:17][N:16]=[CH:15][C:14]=2[S:13][C:12]=1[C:10]1[CH:9]=[C:4]([CH:3]=[C:2]([NH:1][C:26](=[O:27])[C:25]2[CH:24]=[C:23]([O:22][CH3:21])[C:31]([O:32][CH3:33])=[C:30]([O:34][CH3:35])[CH:29]=2)[CH:11]=1)[C:5]([O:7][CH3:8])=[O:6]. The yield is 0.360. (4) The reactants are Br[C:2]1[CH:7]=[C:6]([O:8][C:9]([F:14])([F:13])[CH:10]([F:12])[F:11])[CH:5]=[C:4]([F:15])[CH:3]=1.C([Li])CCC.[Br:21][C:22]1[CH:23]=[C:24]([CH:27]=[CH:28][C:29]=1[F:30])[CH:25]=[O:26]. The catalyst is CCOCC. The product is [Br:21][C:22]1[CH:23]=[C:24]([CH:25]([C:7]2[CH:2]=[CH:3][C:4]([F:15])=[CH:5][C:6]=2[O:8][C:9]([F:14])([F:13])[CH:10]([F:12])[F:11])[OH:26])[CH:27]=[CH:28][C:29]=1[F:30]. The yield is 0.920. (5) The reactants are [Cl:1][C:2]1[CH:3]=[C:4]([C:21]2([C:25]([O:27]CC)=[O:26])[CH2:24][CH2:23][CH2:22]2)[CH:5]=[C:6]([C:14]2[CH:19]=[CH:18][C:17]([CH3:20])=[CH:16][CH:15]=2)[C:7]=1[O:8][CH2:9][C:10]([F:13])([F:12])[F:11].O.[OH-].[Li+]. The catalyst is CO.C1COCC1.O. The product is [Cl:1][C:2]1[CH:3]=[C:4]([C:21]2([C:25]([OH:27])=[O:26])[CH2:22][CH2:23][CH2:24]2)[CH:5]=[C:6]([C:14]2[CH:19]=[CH:18][C:17]([CH3:20])=[CH:16][CH:15]=2)[C:7]=1[O:8][CH2:9][C:10]([F:13])([F:12])[F:11]. The yield is 0.660.